This data is from Peptide-MHC class I binding affinity with 185,985 pairs from IEDB/IMGT. The task is: Regression. Given a peptide amino acid sequence and an MHC pseudo amino acid sequence, predict their binding affinity value. This is MHC class I binding data. (1) The MHC is Mamu-A07 with pseudo-sequence Mamu-A07. The binding affinity (normalized) is 0.386. The peptide sequence is NYIYDRYGDTL. (2) The peptide sequence is SSFDYCGTDH. The MHC is HLA-A31:01 with pseudo-sequence HLA-A31:01. The binding affinity (normalized) is 0.0415. (3) The peptide sequence is MSYSMCTGK. The MHC is HLA-A03:01 with pseudo-sequence HLA-A03:01. The binding affinity (normalized) is 0.867. (4) The peptide sequence is TSTLQEQIGW. The MHC is HLA-B53:01 with pseudo-sequence HLA-B53:01. The binding affinity (normalized) is 0.336. (5) The peptide sequence is RRFFPYYVY. The MHC is HLA-A11:01 with pseudo-sequence HLA-A11:01. The binding affinity (normalized) is 0.0898. (6) The peptide sequence is RVPSHLAHR. The MHC is HLA-A31:01 with pseudo-sequence HLA-A31:01. The binding affinity (normalized) is 1.00. (7) The MHC is HLA-A69:01 with pseudo-sequence HLA-A69:01. The peptide sequence is ELKRQLADL. The binding affinity (normalized) is 0.0847. (8) The peptide sequence is YADGGQWYN. The MHC is HLA-A80:01 with pseudo-sequence HLA-A80:01. The binding affinity (normalized) is 0.0847. (9) The binding affinity (normalized) is 0.313. The MHC is HLA-A02:01 with pseudo-sequence HLA-A02:01. The peptide sequence is FIVYGRSNAI. (10) The peptide sequence is FPSTQRDYY. The MHC is HLA-B53:01 with pseudo-sequence HLA-B53:01. The binding affinity (normalized) is 0.987.